From a dataset of Forward reaction prediction with 1.9M reactions from USPTO patents (1976-2016). Predict the product of the given reaction. (1) Given the reactants Br[C:2]1[C:10]2[N:9]=[CH:8][N:7]([CH2:11][C:12]3[CH:17]=[CH:16][CH:15]=[C:14]([Cl:18])[C:13]=3[CH3:19])[C:6]=2[CH:5]=[C:4]([N:20]2[CH2:25][CH2:24][O:23][CH2:22][CH2:21]2)[CH:3]=1.C[O:27][B:28](OC)[O:29]C, predict the reaction product. The product is: [Cl:18][C:14]1[C:13]([CH3:19])=[C:12]([CH:17]=[CH:16][CH:15]=1)[CH2:11][N:7]1[C:6]2[CH:5]=[C:4]([N:20]3[CH2:25][CH2:24][O:23][CH2:22][CH2:21]3)[CH:3]=[C:2]([B:28]([OH:29])[OH:27])[C:10]=2[N:9]=[CH:8]1. (2) Given the reactants C[O:2][C:3]1[C:12]2[C:7](=[CH:8][CH:9]=[CH:10][CH:11]=2)[C:6]([O:13]C)=[C:5]([CH3:15])[C:4]=1/[CH:16]=[C:17](\[CH2:21][CH2:22][CH2:23][CH3:24])/[C:18]([OH:20])=[O:19].C1(=O)C2C(=CC=CC=2)C(=O)C=C1/C=C(\C)/C(O)=O, predict the reaction product. The product is: [CH3:15][C:5]1[C:6](=[O:13])[C:7]2[C:12](=[CH:11][CH:10]=[CH:9][CH:8]=2)[C:3](=[O:2])[C:4]=1/[CH:16]=[C:17](\[CH2:21][CH2:22][CH2:23][CH3:24])/[C:18]([OH:20])=[O:19]. (3) Given the reactants CS(O[CH2:6][C:7]1[CH:11]=[C:10]([C:12]2[C:13]([C:42](=[O:46])[NH:43][CH2:44][CH3:45])=[N:14][O:15][C:16]=2[C:17]2[CH:22]=[C:21]([CH:23]([CH3:25])[CH3:24])[C:20]([O:26][CH2:27][C:28]3[CH:33]=[CH:32][CH:31]=[CH:30][CH:29]=3)=[CH:19][C:18]=2[O:34][CH2:35][C:36]2[CH:41]=[CH:40][CH:39]=[CH:38][CH:37]=2)[O:9][N:8]=1)(=O)=O.[CH2:47]([NH:49][CH2:50][CH3:51])[CH3:48], predict the reaction product. The product is: [CH2:35]([O:34][C:18]1[CH:19]=[C:20]([O:26][CH2:27][C:28]2[CH:33]=[CH:32][CH:31]=[CH:30][CH:29]=2)[C:21]([CH:23]([CH3:25])[CH3:24])=[CH:22][C:17]=1[C:16]1[O:15][N:14]=[C:13]([C:42]([NH:43][CH2:44][CH3:45])=[O:46])[C:12]=1[C:10]1[O:9][N:8]=[C:7]([CH2:6][N:49]([CH2:50][CH3:51])[CH2:47][CH3:48])[CH:11]=1)[C:36]1[CH:41]=[CH:40][CH:39]=[CH:38][CH:37]=1. (4) Given the reactants Br[C:2]1[CH:3]=[C:4]([C:8]([O:10][CH3:11])=[O:9])[O:5][C:6]=1Br.[O:12]1[CH2:17]COC[CH2:13]1.CC(C1C=C(C(C)C)C(C2C=CC=CC=2P(C2CCCCC2)C2CCCCC2)=C(C(C)C)C=1)C, predict the reaction product. The product is: [O:5]1[C:4]([C:8]([O:10][CH3:11])=[O:9])=[CH:3][C:2]2[CH2:13][O:12][CH2:17][C:6]1=2. (5) Given the reactants [CH:1]([N:14]1[CH2:17][CH:16]([OH:18])[CH2:15]1)([C:8]1[CH:13]=[CH:12][CH:11]=[CH:10][CH:9]=1)[C:2]1[CH:7]=[CH:6][CH:5]=[CH:4][CH:3]=1.[F:19][C:20]([F:38])([F:37])[C:21]1[CH:36]=[CH:35][CH:34]=[CH:33][C:22]=1[CH:23](O)[C:24]1[CH:29]=[CH:28][C:27]([Br:30])=[CH:26][C:25]=1[F:31].C(N1CC(OC(C2C=CC(Cl)=CC=2)C2C=CC(Cl)=CC=2Cl)C1)(C1C=CC=CC=1)C1C=CC=CC=1, predict the reaction product. The product is: [CH:1]([N:14]1[CH2:17][CH:16]([O:18][CH:23]([C:24]2[CH:29]=[CH:28][C:27]([Br:30])=[CH:26][C:25]=2[F:31])[C:22]2[CH:33]=[CH:34][CH:35]=[CH:36][C:21]=2[C:20]([F:38])([F:37])[F:19])[CH2:15]1)([C:8]1[CH:13]=[CH:12][CH:11]=[CH:10][CH:9]=1)[C:2]1[CH:3]=[CH:4][CH:5]=[CH:6][CH:7]=1. (6) Given the reactants [CH2:1]([C:4]1[N:8]([CH2:9][C:10]2[CH:15]=CC(C3C=CC=CC=3C3NN=NN=3)=[CH:12][CH:11]=2)[N:7]=[C:6]([C:27]([OH:29])=O)[CH:5]=1)[CH2:2][CH3:3].[CH:30]1[CH:35]=[N:34][C:33]2[N:36](O)[N:37]=[N:38][C:32]=2[CH:31]=1.CCN=C=NCCCN(C)C.N1C(C)=C[CH:54]=[CH:53][C:52]=1[CH3:58].C(Cl)Cl.Cl.[NH2:63][C@H:64]([CH2:69][C:70]1[CH:75]=[CH:74][CH:73]=[CH:72][CH:71]=1)[CH2:65][C:66]([OH:68])=[O:67], predict the reaction product. The product is: [C:70]1([CH2:69][C@@H:64]([NH:63][C:27]([C:6]2[CH:5]=[C:4]([CH2:1][CH2:2][CH3:3])[N:8]([CH2:9][C:10]3[CH:11]=[CH:12][C:30]([C:31]4[CH:54]=[CH:53][CH:52]=[CH:58][C:32]=4[C:33]4[NH:36][N:37]=[N:38][N:34]=4)=[CH:35][CH:15]=3)[N:7]=2)=[O:29])[CH2:65][C:66]([OH:68])=[O:67])[CH:75]=[CH:74][CH:73]=[CH:72][CH:71]=1. (7) Given the reactants [Cl:1][C:2]1[C:19]([C:20]([F:23])([F:22])[F:21])=[CH:18][CH:17]=[CH:16][C:3]=1[CH2:4][NH:5][CH2:6][CH:7]([C:9]1[CH:14]=[CH:13][C:12]([Cl:15])=[CH:11][CH:10]=1)[CH3:8].ClC1C=CC=CC=1C(C)CN([CH2:46][CH2:47][CH2:48][O:49][C:50]1[CH2:51][C:52](=[CH:56][C:57]([O:59][CH3:60])=[O:58])[CH:53]=[CH:54][CH:55]=1)CC1C=CC=C(C(F)(F)F)C=1Cl, predict the reaction product. The product is: [Cl:15][C:12]1[CH:11]=[CH:10][C:9]([CH:7]([CH3:8])[CH2:6][N:5]([CH2:46][CH2:47][CH2:48][O:49][C:50]2[CH2:51][C:52](=[CH:56][C:57]([O:59][CH3:60])=[O:58])[CH:53]=[CH:54][CH:55]=2)[CH2:4][C:3]2[CH:16]=[CH:17][CH:18]=[C:19]([C:20]([F:23])([F:21])[F:22])[C:2]=2[Cl:1])=[CH:14][CH:13]=1. (8) Given the reactants [C:1]([C:3]1[C:4](=[O:15])[NH:5][C:6]([CH3:14])=[CH:7][C:8]=1[C:9]([O:11][CH2:12][CH3:13])=[O:10])#[N:2].F[B-](F)(F)F.[CH3:21][O+](C)C.[OH-].[Na+], predict the reaction product. The product is: [C:1]([C:3]1[C:4]([O:15][CH3:21])=[N:5][C:6]([CH3:14])=[CH:7][C:8]=1[C:9]([O:11][CH2:12][CH3:13])=[O:10])#[N:2]. (9) Given the reactants [Br:1][C:2]1[CH:9]=[CH:8][C:5]([CH:6]=[O:7])=[C:4]([CH3:10])[CH:3]=1.[CH3:11][Mg]Br.O, predict the reaction product. The product is: [Br:1][C:2]1[CH:9]=[CH:8][C:5]([CH:6]([OH:7])[CH3:11])=[C:4]([CH3:10])[CH:3]=1.